Predict the product of the given reaction. From a dataset of Forward reaction prediction with 1.9M reactions from USPTO patents (1976-2016). (1) Given the reactants [CH3:1][O:2][C:3]1[CH:8]=[CH:7][C:6]([CH2:9][N:10]2[C:14]3=[N:15][CH:16]=[CH:17][C:18]([O:19][C:20]4[CH:25]=[CH:24][C:23]([C:26](=[O:38])[NH:27][C:28]5[CH:33]=[C:32]([C:34]([F:37])([F:36])[F:35])[CH:31]=[CH:30][N:29]=5)=[CH:22][CH:21]=4)=[C:13]3[C:12]([NH:39][CH:40]3[CH2:45][CH2:44][CH2:43][N:42](C(OC(C)(C)C)=O)[CH2:41]3)=[N:11]2)=[CH:5][CH:4]=1.C(O)(C(F)(F)F)=O, predict the reaction product. The product is: [CH3:1][O:2][C:3]1[CH:4]=[CH:5][C:6]([CH2:9][N:10]2[C:14]3=[N:15][CH:16]=[CH:17][C:18]([O:19][C:20]4[CH:25]=[CH:24][C:23]([C:26]([NH:27][C:28]5[CH:33]=[C:32]([C:34]([F:36])([F:37])[F:35])[CH:31]=[CH:30][N:29]=5)=[O:38])=[CH:22][CH:21]=4)=[C:13]3[C:12]([NH:39][C@@H:40]3[CH2:45][CH2:44][CH2:43][NH:42][CH2:41]3)=[N:11]2)=[CH:7][CH:8]=1. (2) Given the reactants [NH2:1][C:2]1[CH:3]=[C:4]([CH:18]=[CH:19][C:20]=1[NH2:21])[C:5]([NH:7][C:8]1[CH:9]=[N:10][C:11]([C:14]([F:17])([F:16])[F:15])=[CH:12][CH:13]=1)=[O:6].C[O:23][C:24](=[O:39])[C:25]([CH3:38])([CH3:37])[CH2:26][C:27]1[CH:32]=[C:31]([CH3:33])[C:30]([CH:34]=O)=[C:29]([CH3:36])[CH:28]=1, predict the reaction product. The product is: [CH3:36][C:29]1[CH:28]=[C:27]([CH2:26][C:25]([CH3:38])([CH3:37])[C:24]([OH:39])=[O:23])[CH:32]=[C:31]([CH3:33])[C:30]=1[C:34]1[NH:21][C:20]2[CH:19]=[CH:18][C:4]([C:5](=[O:6])[NH:7][C:8]3[CH:9]=[N:10][C:11]([C:14]([F:17])([F:15])[F:16])=[CH:12][CH:13]=3)=[CH:3][C:2]=2[N:1]=1. (3) Given the reactants [H][H].[Cl:3][C:4]1[CH:9]=[CH:8][C:7]([S:10]([N:13]2[CH2:18][CH2:17][CH:16]([NH:19][S:20]([C:23]3[CH:28]=[CH:27][C:26]([CH:29]4[CH2:31][O:30]4)=[CH:25][CH:24]=3)(=[O:22])=[O:21])[CH2:15][CH2:14]2)(=[O:12])=[O:11])=[CH:6][CH:5]=1.[O:32]([CH3:34])[Na], predict the reaction product. The product is: [Cl:3][C:4]1[CH:5]=[CH:6][C:7]([S:10]([N:13]2[CH2:14][CH2:15][CH:16]([NH:19][S:20]([C:23]3[CH:28]=[CH:27][C:26]([CH:29]([OH:30])[CH2:31][O:32][CH3:34])=[CH:25][CH:24]=3)(=[O:22])=[O:21])[CH2:17][CH2:18]2)(=[O:12])=[O:11])=[CH:8][CH:9]=1. (4) Given the reactants [CH3:1][O:2][C:3]([CH:5]1[CH2:9][CH:8]2[O:10][CH:7]2[CH2:6]1)=[O:4].I(O)(=O)(=O)=[O:12], predict the reaction product. The product is: [CH3:1][O:2][C:3]([CH:5]([CH2:6][CH:7]=[O:10])[CH2:9][CH:8]=[O:12])=[O:4]. (5) Given the reactants [CH:1]([O:4][C:5]1[N:10]=[C:9]([C:11]2[CH:12]=[C:13]3[C:17](=[CH:18][CH:19]=2)[NH:16][CH:15]=[C:14]3[C:20]2[N:25]=[C:24]([NH:26][C@@H:27]3[CH2:32][CH2:31][CH2:30][N:29](C(OC(C)(C)C)=O)[CH2:28]3)[CH:23]=[N:22][CH:21]=2)[CH:8]=[N:7][CH:6]=1)([CH3:3])[CH3:2].Cl, predict the reaction product. The product is: [CH:1]([O:4][C:5]1[N:10]=[C:9]([C:11]2[CH:12]=[C:13]3[C:17](=[CH:18][CH:19]=2)[NH:16][CH:15]=[C:14]3[C:20]2[N:25]=[C:24]([NH:26][C@@H:27]3[CH2:32][CH2:31][CH2:30][NH:29][CH2:28]3)[CH:23]=[N:22][CH:21]=2)[CH:8]=[N:7][CH:6]=1)([CH3:3])[CH3:2]. (6) Given the reactants C([N:8]([C@H](C1C=CC=CC=1)C)[C@@H:9]([C:13]1[CH:14]=[N:15][C:16]([CH3:19])=[CH:17][CH:18]=1)[CH2:10][CH2:11][OH:12])C1C=CC=CC=1.CC(O)=O.C([O-])=O.[NH4+], predict the reaction product. The product is: [NH2:8][C@@H:9]([C:13]1[CH:14]=[N:15][C:16]([CH3:19])=[CH:17][CH:18]=1)[CH2:10][CH2:11][OH:12]. (7) The product is: [F:34][C:31]1[CH:32]=[CH:33][C:28]([C:27]([NH:26][CH2:25][C:7]2([C:21]([F:22])([F:23])[F:24])[C:6]3[CH:36]=[C:2]([N:37]4[CH:41]=[N:40][CH:39]=[N:38]4)[CH:3]=[CH:4][C:5]=3[NH:10][C:9](=[O:20])[O:8]2)=[O:35])=[CH:29][CH:30]=1. Given the reactants I[C:2]1[CH:3]=[CH:4][C:5]2[N:10](CC3C=CC(OC)=CC=3)[C:9](=[O:20])[O:8][C:7]([CH2:25][NH:26][C:27](=[O:35])[C:28]3[CH:33]=[CH:32][C:31]([F:34])=[CH:30][CH:29]=3)([C:21]([F:24])([F:23])[F:22])[C:6]=2[CH:36]=1.[NH:37]1[CH:41]=[N:40][CH:39]=[N:38]1.P([O-])([O-])([O-])=O.[K+].[K+].[K+].CNCCNC, predict the reaction product. (8) Given the reactants C(OC([N:8]1[CH2:12][CH2:11][CH:10]([NH:13][CH2:14][C:15]2[CH:20]=[CH:19][C:18]([N:21]([CH3:32])[C:22]3[N:27]=[CH:26][C:25]4[N:28]=[CH:29][N:30]([CH3:31])[C:24]=4[CH:23]=3)=[C:17]([CH2:33][CH3:34])[CH:16]=2)[CH2:9]1)=O)(C)(C)C.C(O)(C(F)(F)F)=O, predict the reaction product. The product is: [CH2:33]([C:17]1[CH:16]=[C:15]([CH2:14][NH:13][CH:10]2[CH2:11][CH2:12][NH:8][CH2:9]2)[CH:20]=[CH:19][C:18]=1[N:21]([CH3:32])[C:22]1[CH:23]=[C:24]2[N:30]([CH3:31])[CH:29]=[N:28][C:25]2=[CH:26][N:27]=1)[CH3:34].